This data is from Reaction yield outcomes from USPTO patents with 853,638 reactions. The task is: Predict the reaction yield, written as a fraction of the theoretical maximum amount of product (1.0 means a 100% yield; for example, 0.34 means a 34% yield). (1) The reactants are [C:1]1([CH3:15])[CH:6]=[C:5]([CH3:7])[CH:4]=[C:3]([CH3:8])[C:2]=1[O:9][C@H:10]([CH3:14])[C:11]([OH:13])=O.C([N:19](C(C)C)CC)(C)C.N[N:26]([CH:34]=[NH:35])[C:27](=[O:33])[O:28][C:29]([CH3:32])([CH3:31])[CH3:30].O.ON1C2C=CC=CC=2N=N1.F[P-](F)(F)(F)(F)F.N1(OC(N(C)C)=[N+](C)C)C2C=CC=CC=2N=N1. The yield is 0.730. The product is [NH:19]=[C:34]([NH:26][C:27](=[O:33])[O:28][C:29]([CH3:32])([CH3:31])[CH3:30])[NH:35][C:11](=[O:13])[C@H:10]([O:9][C:2]1[C:1]([CH3:15])=[CH:6][C:5]([CH3:7])=[CH:4][C:3]=1[CH3:8])[CH3:14]. The catalyst is CN(C)C=O.C(OCC)(=O)C. (2) The reactants are C(OC(=O)[NH:7][C:8]1[C:17]2[C:12](=[CH:13][CH:14]=[C:15]([O:18][CH2:19][CH3:20])[CH:16]=2)[CH:11]=[CH:10][CH:9]=1)(C)(C)C.Cl.C(OC(C)C)(C)C. The catalyst is O1CCOCC1. The product is [CH2:19]([O:18][C:15]1[CH:16]=[C:17]2[C:12]([CH:11]=[CH:10][CH:9]=[C:8]2[NH2:7])=[CH:13][CH:14]=1)[CH3:20]. The yield is 0.863.